From a dataset of Retrosynthesis with 50K atom-mapped reactions and 10 reaction types from USPTO. Predict the reactants needed to synthesize the given product. (1) Given the product N#Cc1ccc(OCC(C2CCCCC2)n2c(-c3ccc(Cl)cc3)nc3cc(F)c(F)cc32)c(F)c1, predict the reactants needed to synthesize it. The reactants are: N#Cc1ccc(O)c(F)c1.OCC(C1CCCCC1)n1c(-c2ccc(Cl)cc2)nc2cc(F)c(F)cc21. (2) Given the product CC(C)(C)OC(=O)N[C@@H]1C(=O)N(OCc2ccccc2)[C@@H]1CO, predict the reactants needed to synthesize it. The reactants are: COC(=O)[C@@H]1[C@H](NC(=O)OC(C)(C)C)C(=O)N1OCc1ccccc1. (3) Given the product CC(C)Cc1cc(C(=O)O)ccc1OC(C(=O)NS(=O)(=O)c1ccc(C(C)C)cc1)c1ccc2c(c1)OCO2, predict the reactants needed to synthesize it. The reactants are: COC(=O)c1ccc(OC(C(=O)NS(=O)(=O)c2ccc(C(C)C)cc2)c2ccc3c(c2)OCO3)c(CC(C)C)c1. (4) The reactants are: NCc1ccc(O)cc1.O=C(Nc1ccccc1-c1ccccc1)OC1CCN(CCCN2CCN(CCCO)C2=O)CC1. Given the product O=C(Nc1ccccc1-c1ccccc1)OC1CCN(CCCN2CCN(CCCNCc3ccc(O)cc3)C2=O)CC1, predict the reactants needed to synthesize it.